Dataset: Forward reaction prediction with 1.9M reactions from USPTO patents (1976-2016). Task: Predict the product of the given reaction. (1) Given the reactants FC(F)(F)C(O)=O.[NH2:8][C@H:9]1[CH2:13][C@@H:12]([N:14]2[CH:22]=[N:21][C:20]3[C:15]2=[N:16][C:17]([Cl:24])=[N:18][C:19]=3[Cl:23])[C@H:11]([OH:25])[C@@H:10]1[OH:26].[C:27](Cl)(=[O:30])[CH2:28][CH3:29].FC(F)(F)C(O)=O.NC1N=C(Cl)N=C2C=1N=CN2[C@@H]1C[C@H](NC(=O)CC)[C@@H](O)[C@H]1O, predict the reaction product. The product is: [Cl:24][C:17]1[N:16]=[C:15]2[C:20]([N:21]=[CH:22][N:14]2[C@@H:12]2[CH2:13][C@H:9]([NH:8][C:27](=[O:30])[CH2:28][CH3:29])[C@@H:10]([OH:26])[C@H:11]2[OH:25])=[C:19]([Cl:23])[N:18]=1. (2) The product is: [OH:32][C:26]([C:28]([F:31])([F:30])[F:29])=[O:27].[NH2:14][C@@H:13]([CH2:12][CH2:11][CH2:10][CH2:9][NH:8][C:7]([O:6][CH2:5][CH2:4][N:1]=[N+:2]=[N-:3])=[O:25])[C:22]([OH:24])=[O:23]. Given the reactants [N:1]([CH2:4][CH2:5][O:6][C:7](=[O:25])[NH:8][CH2:9][CH2:10][CH2:11][CH2:12][C@@H:13]([C:22]([OH:24])=[O:23])[NH:14]C(=O)OC(C)(C)C)=[N+:2]=[N-:3].[C:26]([OH:32])([C:28]([F:31])([F:30])[F:29])=[O:27], predict the reaction product. (3) Given the reactants [O:1]1[C:6]2[CH:7]=[CH:8][CH:9]=[CH:10][C:5]=2[NH:4][C:3](=[O:11])[CH2:2]1.[H-].[Na+].CS(O[CH2:19][CH2:20][N:21]1[CH2:26][CH2:25][CH:24]([NH:27][C:28]([O:30][C:31]([CH3:34])([CH3:33])[CH3:32])=[O:29])[CH2:23][CH2:22]1)(=O)=O.C(OC(=O)NC1CCN(CCN2C3C(=CC=C(OC)C=3)C=CC2=O)CC1)(C)(C)C, predict the reaction product. The product is: [C:31]([O:30][C:28](=[O:29])[NH:27][CH:24]1[CH2:25][CH2:26][N:21]([CH2:20][CH2:19][N:4]2[C:5]3[CH:10]=[CH:9][CH:8]=[CH:7][C:6]=3[O:1][CH2:2][C:3]2=[O:11])[CH2:22][CH2:23]1)([CH3:34])([CH3:33])[CH3:32]. (4) Given the reactants [NH:1]1[C:9]2[C:4](=[CH:5][C:6]([C:10]([O:12]C)=O)=[CH:7][CH:8]=2)[CH:3]=[CH:2]1.O.[NH2:15][NH2:16], predict the reaction product. The product is: [NH:1]1[C:9]2[C:4](=[CH:5][C:6]([C:10]([NH:15][NH2:16])=[O:12])=[CH:7][CH:8]=2)[CH:3]=[CH:2]1. (5) Given the reactants [Br:1][C:2]1[CH:7]=[CH:6][CH:5]=[C:4]([CH:8]([F:19])[C:9]2[N:10]=[N:11][N:12]([CH2:14][Si](C)(C)C)[CH:13]=2)[N:3]=1.CCCC[N+](CCCC)(CCCC)CCCC.[F-], predict the reaction product. The product is: [Br:1][C:2]1[CH:7]=[CH:6][CH:5]=[C:4]([CH:8]([F:19])[C:9]2[N:10]=[N:11][N:12]([CH3:14])[CH:13]=2)[N:3]=1. (6) Given the reactants [N:1]12[CH2:8][CH2:7][CH:4]([CH2:5][CH2:6]1)[C@@H:3]([O:9][C:10]([C:12]1([C:19]3[CH:24]=[CH:23][CH:22]=[CH:21][CH:20]=3)[CH2:18][CH2:17][CH2:16][CH2:15][CH2:14][CH2:13]1)=[O:11])[CH2:2]2.[Br:25][CH2:26][C:27]([NH:29][C:30]1[CH:35]=[CH:34][CH:33]=[CH:32][CH:31]=1)=[O:28].CCOCC, predict the reaction product. The product is: [Br-:25].[C:30]1([NH:29][C:27]([CH2:26][N+:1]23[CH2:8][CH2:7][CH:4]([CH2:5][CH2:6]2)[C@@H:3]([O:9][C:10]([C:12]2([C:19]4[CH:20]=[CH:21][CH:22]=[CH:23][CH:24]=4)[CH2:18][CH2:17][CH2:16][CH2:15][CH2:14][CH2:13]2)=[O:11])[CH2:2]3)=[O:28])[CH:35]=[CH:34][CH:33]=[CH:32][CH:31]=1. (7) Given the reactants [OH:1][CH2:2][C:3]1[CH:8]=[CH:7][C:6]([NH:9][S:10]([CH3:13])(=[O:12])=[O:11])=[CH:5][CH:4]=1, predict the reaction product. The product is: [CH:2]([C:3]1[CH:8]=[CH:7][C:6]([NH:9][S:10]([CH3:13])(=[O:12])=[O:11])=[CH:5][CH:4]=1)=[O:1]. (8) Given the reactants C[O:2][C:3](=[O:20])[C:4]1[CH:9]=[C:8]([F:10])[CH:7]=[CH:6][C:5]=1[C:11]#[C:12][C:13]1[CH:18]=[CH:17][C:16]([CH3:19])=[CH:15][CH:14]=1, predict the reaction product. The product is: [F:10][C:8]1[CH:9]=[C:4]2[C:5]([CH:11]=[C:12]([C:13]3[CH:18]=[CH:17][C:16]([CH3:19])=[CH:15][CH:14]=3)[O:2][C:3]2=[O:20])=[CH:6][CH:7]=1.